From a dataset of Reaction yield outcomes from USPTO patents with 853,638 reactions. Predict the reaction yield, written as a fraction of the theoretical maximum amount of product (1.0 means a 100% yield; for example, 0.34 means a 34% yield). The reactants are [CH3:1][N:2]([CH3:19])[CH2:3][CH2:4][N:5]([CH3:18])[C:6]1[C:14]2[C:9](=[CH:10][C:11]([C:15]([O-:17])=O)=[CH:12][CH:13]=2)[NH:8][N:7]=1.[Li+].C(Cl)CCl.C1C=CC2N(O)N=NC=2C=1.[CH2:35]([O:42][C:43]1[CH:49]=[CH:48][C:46]([NH2:47])=[CH:45][CH:44]=1)[C:36]1[CH:41]=[CH:40][CH:39]=[CH:38][CH:37]=1.Cl. The product is [CH2:35]([O:42][C:43]1[CH:44]=[CH:45][C:46]([NH:47][C:15]([C:11]2[CH:10]=[C:9]3[C:14]([C:6]([N:5]([CH2:4][CH2:3][N:2]([CH3:1])[CH3:19])[CH3:18])=[N:7][NH:8]3)=[CH:13][CH:12]=2)=[O:17])=[CH:48][CH:49]=1)[C:36]1[CH:37]=[CH:38][CH:39]=[CH:40][CH:41]=1. The catalyst is CN(C=O)C.C(OCC)(=O)C.CCN(CC)CC. The yield is 0.270.